From a dataset of Catalyst prediction with 721,799 reactions and 888 catalyst types from USPTO. Predict which catalyst facilitates the given reaction. Reactant: C(OC([NH:8][C:9]1[CH:14]=[CH:13][CH:12]=[CH:11][C:10]=1[NH:15][C:16]([C:18]1[CH:23]=[CH:22][C:21]([C:24]2[CH2:25][CH2:26][N:27](C(OC(C)(C)C)=O)[CH2:28][CH:29]=2)=[CH:20][CH:19]=1)=[O:17])=O)(C)(C)C.[ClH:37]. Product: [ClH:37].[ClH:37].[NH2:8][C:9]1[CH:14]=[CH:13][CH:12]=[CH:11][C:10]=1[NH:15][C:16](=[O:17])[C:18]1[CH:23]=[CH:22][C:21]([C:24]2[CH2:29][CH2:28][NH:27][CH2:26][CH:25]=2)=[CH:20][CH:19]=1. The catalyst class is: 12.